This data is from NCI-60 drug combinations with 297,098 pairs across 59 cell lines. The task is: Regression. Given two drug SMILES strings and cell line genomic features, predict the synergy score measuring deviation from expected non-interaction effect. (1) Drug 1: CC12CCC3C(C1CCC2=O)CC(=C)C4=CC(=O)C=CC34C. Drug 2: CC1=C(C(=CC=C1)Cl)NC(=O)C2=CN=C(S2)NC3=CC(=NC(=N3)C)N4CCN(CC4)CCO. Cell line: A549. Synergy scores: CSS=46.8, Synergy_ZIP=-6.10, Synergy_Bliss=1.77, Synergy_Loewe=-3.56, Synergy_HSA=4.31. (2) Drug 1: COC1=CC(=CC(=C1O)OC)C2C3C(COC3=O)C(C4=CC5=C(C=C24)OCO5)OC6C(C(C7C(O6)COC(O7)C8=CC=CS8)O)O. Drug 2: C1=C(C(=O)NC(=O)N1)N(CCCl)CCCl. Cell line: SK-MEL-28. Synergy scores: CSS=16.5, Synergy_ZIP=-9.95, Synergy_Bliss=-1.86, Synergy_Loewe=-8.24, Synergy_HSA=-0.0476. (3) Drug 1: C1=NC2=C(N=C(N=C2N1C3C(C(C(O3)CO)O)O)F)N. Drug 2: CC1=C2C(C(=O)C3(C(CC4C(C3C(C(C2(C)C)(CC1OC(=O)C(C(C5=CC=CC=C5)NC(=O)OC(C)(C)C)O)O)OC(=O)C6=CC=CC=C6)(CO4)OC(=O)C)O)C)O. Cell line: NCI-H226. Synergy scores: CSS=2.37, Synergy_ZIP=3.46, Synergy_Bliss=-1.71, Synergy_Loewe=-1.27, Synergy_HSA=-1.88. (4) Drug 1: C1CCN(CC1)CCOC2=CC=C(C=C2)C(=O)C3=C(SC4=C3C=CC(=C4)O)C5=CC=C(C=C5)O. Drug 2: CN(C)N=NC1=C(NC=N1)C(=O)N. Cell line: A498. Synergy scores: CSS=0.216, Synergy_ZIP=-1.52, Synergy_Bliss=-6.22, Synergy_Loewe=-8.46, Synergy_HSA=-6.01. (5) Drug 1: CN1C(=O)N2C=NC(=C2N=N1)C(=O)N. Drug 2: C1=NC2=C(N1)C(=S)N=CN2. Cell line: MCF7. Synergy scores: CSS=34.2, Synergy_ZIP=-4.66, Synergy_Bliss=-2.33, Synergy_Loewe=-36.7, Synergy_HSA=-3.21. (6) Synergy scores: CSS=7.32, Synergy_ZIP=-4.47, Synergy_Bliss=-0.966, Synergy_Loewe=-5.30, Synergy_HSA=0.775. Drug 1: CS(=O)(=O)CCNCC1=CC=C(O1)C2=CC3=C(C=C2)N=CN=C3NC4=CC(=C(C=C4)OCC5=CC(=CC=C5)F)Cl. Drug 2: C(CC(=O)O)C(=O)CN.Cl. Cell line: UO-31.